This data is from Full USPTO retrosynthesis dataset with 1.9M reactions from patents (1976-2016). The task is: Predict the reactants needed to synthesize the given product. Given the product [C:1]([NH:4][CH2:5][C@@H:6]1[O:10][C:9](=[O:11])[N:8]([C:12]2[CH:17]=[CH:16][C:15]([S:18][CH3:19])=[C:14]([F:22])[CH:13]=2)[CH2:7]1)(=[O:3])[CH3:2], predict the reactants needed to synthesize it. The reactants are: [C:1]([NH:4][CH2:5][C@@H:6]1[O:10][C:9](=[O:11])[N:8]([C:12]2[CH:17]=[CH:16][C:15]([S:18][C:19](=O)C)=[C:14]([F:22])[CH:13]=2)[CH2:7]1)(=[O:3])[CH3:2].CI.